From a dataset of PAMPA (Parallel Artificial Membrane Permeability Assay) permeability data from NCATS. Regression/Classification. Given a drug SMILES string, predict its absorption, distribution, metabolism, or excretion properties. Task type varies by dataset: regression for continuous measurements (e.g., permeability, clearance, half-life) or binary classification for categorical outcomes (e.g., BBB penetration, CYP inhibition). Dataset: pampa_ncats. (1) The molecule is CC(C)N1C=C(C2=C(N=CN=C21)N)C3=CC=C(C=C3)OC4=CC=CC=C4. The result is 1 (high permeability). (2) The compound is CCOC1=CC=C(C=C1)N2CC(CC2=O)C3=NC(=NO3)C4=CC(=C(C(=C4)OC)OC)OC. The result is 1 (high permeability). (3) The drug is C1=CC=C2C(=C1)/C(=C\C3=CC=C(C=C3)C(=O)O)/C(=O)N2. The result is 0 (low-to-moderate permeability). (4) The compound is C1C2CC3CC1CC(C2)(C3)NCC(=O)C4=CC=C(C=C4)Cl. The result is 1 (high permeability). (5) The molecule is CC1CCCCC1N(CC2=CC(=C(C=C2)OC)OC)S(=O)(=O)C3=CC=C(C=C3)S(=O)(=O)N(C)C. The result is 1 (high permeability). (6) The compound is COC1=CC=C(C=C1)N2C(=O)NC(=N2)C3CCCN(C3)CC4CCCCC4. The result is 1 (high permeability).